From a dataset of Orexin1 receptor HTS with 218,158 compounds and 233 confirmed actives. Binary Classification. Given a drug SMILES string, predict its activity (active/inactive) in a high-throughput screening assay against a specified biological target. (1) The molecule is Clc1c(NC(=O)CSc2oc(c(n2)C)C)cccc1. The result is 0 (inactive). (2) The compound is Brc1c(OCCOCCN2CCN(CC2)C)c(Cl)cc(c1)C. The result is 0 (inactive). (3) The drug is O=C(NC(c1ccc(cc1)C(C)=C)(C)C)N(Cc1ccccc1)Cc1occc1. The result is 0 (inactive). (4) The compound is O(c1ccc(cc1)c1oc(NC(=O)NCC(OCC)=O)nn1)CC. The result is 0 (inactive).